Dataset: Reaction yield outcomes from USPTO patents with 853,638 reactions. Task: Predict the reaction yield, written as a fraction of the theoretical maximum amount of product (1.0 means a 100% yield; for example, 0.34 means a 34% yield). The reactants are [CH3:1][N:2]([CH3:22])[C:3]1[S:7][C:6]([C:8]2[NH:13][C:12](=[O:14])[C:11]([C:15]([O:17]C)=[O:16])=[C:10]([OH:19])[C:9]=2[CH2:20][CH3:21])=[CH:5][CH:4]=1.[Li+].[I-].CCOCC.Cl. The catalyst is CCOC(C)=O. The product is [CH3:1][N:2]([CH3:22])[C:3]1[S:7][C:6]([C:8]2[NH:13][C:12](=[O:14])[C:11]([C:15]([OH:17])=[O:16])=[C:10]([OH:19])[C:9]=2[CH2:20][CH3:21])=[CH:5][CH:4]=1. The yield is 0.720.